From a dataset of Catalyst prediction with 721,799 reactions and 888 catalyst types from USPTO. Predict which catalyst facilitates the given reaction. (1) Reactant: [B:1](OC(C)C)([O:6]C(C)C)[O:2]C(C)C.Br[C:15]1[CH:16]=[CH:17][C:18]([O:23][Si:24]([C:27]([CH3:30])([CH3:29])[CH3:28])([CH3:26])[CH3:25])=[C:19]([CH:22]=1)[C:20]#[N:21].C([Li])CCC.Cl. Product: [C:27]([Si:24]([CH3:26])([CH3:25])[O:23][C:18]1[CH:17]=[CH:16][C:15]([B:1]([OH:6])[OH:2])=[CH:22][C:19]=1[C:20]#[N:21])([CH3:30])([CH3:29])[CH3:28]. The catalyst class is: 334. (2) Reactant: [NH2:1][C:2](=[O:21])[CH2:3][CH2:4][CH:5]([N:9]1[C:17](=[O:18])[C:16]2[C:11](=[CH:12][CH:13]=[CH:14][C:15]=2[F:19])[C:10]1=[O:20])[C:6](O)=[O:7].C(N1C=CN=C1)(N1C=CN=C1)=O. Product: [O:7]=[C:6]1[CH:5]([N:9]2[C:17](=[O:18])[C:16]3[C:11](=[CH:12][CH:13]=[CH:14][C:15]=3[F:19])[C:10]2=[O:20])[CH2:4][CH2:3][C:2](=[O:21])[NH:1]1. The catalyst class is: 594. (3) Reactant: [CH:1]1([CH:7]2[CH2:12][C:11]([C:13]3[CH:18]=[CH:17][CH:16]=[CH:15][CH:14]=3)=[CH:10][CH2:9][N:8]2C(OCC2C=CC=CC=2)=O)[CH2:6][CH2:5][CH2:4][CH2:3][CH2:2]1. Product: [CH:1]1([CH:7]2[CH2:12][CH:11]([C:13]3[CH:18]=[CH:17][CH:16]=[CH:15][CH:14]=3)[CH2:10][CH2:9][NH:8]2)[CH2:2][CH2:3][CH2:4][CH2:5][CH2:6]1. The catalyst class is: 50. (4) Reactant: [NH:1]1[CH2:6][CH2:5][O:4][CH2:3][CH2:2]1.C(=O)([O-])[O-].[Na+].[Na+].Cl[C:14]1[N:19]=[CH:18][N:17]=[C:16]([O:20][C:21]2[CH:47]=[CH:46][CH:45]=[CH:44][C:22]=2[CH2:23][NH:24][C:25]([NH:27][C:28]2[N:32]([C:33]3[CH:38]=[CH:37][C:36]([CH3:39])=[CH:35][CH:34]=3)[N:31]=[C:30]([C:40]([CH3:43])([CH3:42])[CH3:41])[CH:29]=2)=[O:26])[C:15]=1[CH3:48]. Product: [CH3:48][C:15]1[C:16]([O:20][C:21]2[CH:47]=[CH:46][CH:45]=[CH:44][C:22]=2[CH2:23][NH:24][C:25]([NH:27][C:28]2[N:32]([C:33]3[CH:34]=[CH:35][C:36]([CH3:39])=[CH:37][CH:38]=3)[N:31]=[C:30]([C:40]([CH3:43])([CH3:42])[CH3:41])[CH:29]=2)=[O:26])=[N:17][CH:18]=[N:19][C:14]=1[N:1]1[CH2:6][CH2:5][O:4][CH2:3][CH2:2]1. The catalyst class is: 8. (5) Reactant: Br[C:2]1[CH:16]=[C:15]([Cl:17])[CH:14]=[CH:13][C:3]=1[O:4][CH2:5][C:6]([O:8][C:9]([CH3:12])([CH3:11])[CH3:10])=[O:7].[CH2:18]([S:20][C:21]1[CH:26]=[CH:25][C:24](B(O)O)=[CH:23][CH:22]=1)[CH3:19].[F-].[Cs+]. The catalyst class is: 75. Product: [Cl:17][C:15]1[CH:14]=[CH:13][C:3]([O:4][CH2:5][C:6]([O:8][C:9]([CH3:12])([CH3:11])[CH3:10])=[O:7])=[C:2]([C:24]2[CH:25]=[CH:26][C:21]([S:20][CH2:18][CH3:19])=[CH:22][CH:23]=2)[CH:16]=1.